From a dataset of Full USPTO retrosynthesis dataset with 1.9M reactions from patents (1976-2016). Predict the reactants needed to synthesize the given product. (1) Given the product [NH2:42][C:38]1[CH:37]=[C:36]([CH:35]([NH:45][C:46]2[C:55]3[C:50](=[C:51]([C:56]([NH2:58])=[O:57])[CH:52]=[CH:53][CH:54]=3)[N:49]=[CH:48][N:47]=2)[CH2:34][CH2:33][O:32][CH3:31])[CH:41]=[CH:40][CH:39]=1, predict the reactants needed to synthesize it. The reactants are: COCCC(NC1C2C(=C(C(OC)=O)C=CC=2)N=CN=1)C1C=CC=C([N+]([O-])=O)C=1.N.[CH3:31][O:32][CH2:33][CH2:34][CH:35]([NH:45][C:46]1[C:55]2[C:50](=[C:51]([C:56]([NH2:58])=[O:57])[CH:52]=[CH:53][CH:54]=2)[N:49]=[CH:48][N:47]=1)[C:36]1[CH:41]=[CH:40][CH:39]=[C:38]([N+:42]([O-])=O)[CH:37]=1. (2) Given the product [CH2:1]([O:3][C:4](=[O:18])[CH:5]([O:15][CH2:16][CH3:17])[CH2:6][C:7]1[CH:12]=[CH:11][C:10]([O:13][CH2:34][CH2:33][C:31]2[N:32]=[C:28]([C:25]3[CH:24]=[CH:23][C:22]([CH:19]([CH3:20])[CH3:21])=[CH:27][CH:26]=3)[S:29][C:30]=2[CH3:36])=[C:9]([F:14])[CH:8]=1)[CH3:2], predict the reactants needed to synthesize it. The reactants are: [CH2:1]([O:3][C:4](=[O:18])[CH:5]([O:15][CH2:16][CH3:17])[CH2:6][C:7]1[CH:12]=[CH:11][C:10]([OH:13])=[C:9]([F:14])[CH:8]=1)[CH3:2].[CH:19]([C:22]1[CH:27]=[CH:26][C:25]([C:28]2[S:29][C:30]([CH3:36])=[C:31]([CH2:33][CH2:34]O)[N:32]=2)=[CH:24][CH:23]=1)([CH3:21])[CH3:20].COC(=O)CC(=O)C(Br)C.C(C1C=CC(C(N)=S)=CC=1)(C)C.C1(P(C2C=CC=CC=2)C2C=CC=CC=2)C=CC=CC=1.N(C(OCC)=O)=NC(OCC)=O. (3) Given the product [F:1][C:2]1[CH:3]=[CH:4][C:5]([N+:11]([O-:13])=[O:12])=[C:6]([CH:10]=1)[C:7]([NH:19][CH3:18])=[O:8], predict the reactants needed to synthesize it. The reactants are: [F:1][C:2]1[CH:3]=[CH:4][C:5]([N+:11]([O-:13])=[O:12])=[C:6]([CH:10]=1)[C:7](O)=[O:8].Cl.CN.C[CH2:18][N:19]=C=NCCCN(C)C.C1C=CC2N(O)N=NC=2C=1.C(N(CC)CC)C. (4) Given the product [Cl:4][C:5]1[CH:18]=[C:17]([O:19][CH3:20])[CH:16]=[CH:15][C:6]=1[O:7][CH2:8][CH2:9][C:10]([OH:12])=[O:11], predict the reactants needed to synthesize it. The reactants are: O[Li].O.[Cl:4][C:5]1[CH:18]=[C:17]([O:19][CH3:20])[CH:16]=[CH:15][C:6]=1[O:7][CH2:8][CH2:9][C:10]([O:12]CC)=[O:11]. (5) Given the product [Cl-:2].[C:26]([C:24]1[C:23]([F:30])=[CH:22][C:21]2[N:17]([CH:14]3[CH2:15][CH2:16][NH+:11]([CH2:10][CH:9]([C:6]4[CH:7]=[CH:8][C:3]([Cl:2])=[CH:4][CH:5]=4)[OH:32])[CH2:12][CH2:13]3)[C:18](=[O:31])[NH:19][C:20]=2[CH:25]=1)([OH:28])=[O:27], predict the reactants needed to synthesize it. The reactants are: [Cl-].[Cl:2][C:3]1[CH:8]=[CH:7][C:6]([CH:9]([OH:32])[CH2:10][NH+:11]2[CH2:16][CH2:15][CH:14]([N:17]3[C:21]4[CH:22]=[C:23]([F:30])[C:24]([C:26]([O:28]C)=[O:27])=[CH:25][C:20]=4[NH:19][C:18]3=[O:31])[CH2:13][CH2:12]2)=[CH:5][CH:4]=1.[OH-].[Na+].Cl. (6) Given the product [C:4]([C:3]([NH:2][C:18](=[O:19])[O:20][CH2:21][C:22]1[CH:27]=[CH:26][CH:25]=[CH:24][CH:23]=1)([CH2:6][CH2:7][CH2:8][F:9])[CH3:10])#[N:5], predict the reactants needed to synthesize it. The reactants are: Cl.[NH2:2][C:3]([CH3:10])([CH2:6][CH2:7][CH2:8][F:9])[C:4]#[N:5].C(=O)([O-])[O-].[K+].[K+].Cl[C:18]([O:20][CH2:21][C:22]1[CH:27]=[CH:26][CH:25]=[CH:24][CH:23]=1)=[O:19]. (7) Given the product [F:27][C:28]1[C:36]2[O:35][C:34]([CH3:38])([CH3:37])[CH2:33][C:32]=2[CH:31]=[C:30]([N:3]2[C:4](=[O:26])[C:5]([CH2:11][C:12]3[CH:17]=[CH:16][C:15]([C:18]4[C:19]([C:24]#[N:25])=[CH:20][CH:21]=[CH:22][CH:23]=4)=[CH:14][CH:13]=3)=[C:6]([CH2:8][CH2:9][CH3:10])[N:7]=[C:2]2[CH3:1])[CH:29]=1, predict the reactants needed to synthesize it. The reactants are: [CH3:1][C:2]1[NH:3][C:4](=[O:26])[C:5]([CH2:11][C:12]2[CH:17]=[CH:16][C:15]([C:18]3[C:19]([C:24]#[N:25])=[CH:20][CH:21]=[CH:22][CH:23]=3)=[CH:14][CH:13]=2)=[C:6]([CH2:8][CH2:9][CH3:10])[N:7]=1.[F:27][C:28]1[C:36]2[O:35][C:34]([CH3:38])([CH3:37])[CH2:33][C:32]=2[CH:31]=[C:30](B(O)O)[CH:29]=1.C(N(CC)CC)C.N1C=CC=CC=1. (8) Given the product [Br:16][C:17]1[C:22]([NH:23][S:8]([C:5]2[CH:6]=[CH:7][C:2]([Cl:1])=[C:3]([C:12]([F:15])([F:14])[CH3:13])[CH:4]=2)(=[O:10])=[O:9])=[CH:21][C:20]([Cl:24])=[CH:19][N:18]=1, predict the reactants needed to synthesize it. The reactants are: [Cl:1][C:2]1[CH:7]=[CH:6][C:5]([S:8](Cl)(=[O:10])=[O:9])=[CH:4][C:3]=1[C:12]([F:15])([F:14])[CH3:13].[Br:16][C:17]1[C:22]([NH2:23])=[CH:21][C:20]([Cl:24])=[CH:19][N:18]=1. (9) Given the product [OH:11][CH2:10][CH2:9][CH2:8][NH:7][C:13]1[CH:20]=[C:19]([N:21]2[C:33]3[CH:32]=[CH:31][CH:30]=[C:29]([C:34]4[CH:35]=[N:36][C:37]([C:40]([F:43])([F:42])[F:41])=[CH:38][CH:39]=4)[C:28]=3[C:27]3[C:22]2=[CH:23][CH:24]=[CH:25][CH:26]=3)[CH:18]=[CH:17][C:14]=1[C:15]([NH2:16])=[O:2], predict the reactants needed to synthesize it. The reactants are: C(=O)([O-])[O-:2].[K+].[K+].[NH2:7][CH2:8][CH2:9][CH2:10][OH:11].F[C:13]1[CH:20]=[C:19]([N:21]2[C:33]3[CH:32]=[CH:31][CH:30]=[C:29]([C:34]4[CH:35]=[N:36][C:37]([C:40]([F:43])([F:42])[F:41])=[CH:38][CH:39]=4)[C:28]=3[C:27]3[C:22]2=[CH:23][CH:24]=[CH:25][CH:26]=3)[CH:18]=[CH:17][C:14]=1[C:15]#[N:16].[OH-].[Na+].OO. (10) Given the product [CH3:22][N:11]([CH2:12][C:13]1([C:18]([OH:20])=[O:19])[CH2:17][CH2:16][CH2:15][CH2:14]1)[S:8]([C:5]1[CH:6]=[CH:7][C:2]([CH3:1])=[CH:3][CH:4]=1)(=[O:9])=[O:10], predict the reactants needed to synthesize it. The reactants are: [CH3:1][C:2]1[CH:7]=[CH:6][C:5]([S:8]([NH:11][CH2:12][C:13]2([C:18]([OH:20])=[O:19])[CH2:17][CH2:16][CH2:15][CH2:14]2)(=[O:10])=[O:9])=[CH:4][CH:3]=1.I[CH3:22].[OH-].[Na+].